Predict the product of the given reaction. From a dataset of Forward reaction prediction with 1.9M reactions from USPTO patents (1976-2016). (1) Given the reactants C(OC(=O)[NH:7][C:8]1[CH:13]=[CH:12][C:11]([C:14]2[CH:19]=[CH:18][CH:17]=[CH:16][C:15]=2[Cl:20])=[CH:10][C:9]=1[NH2:21])(C)(C)C.CC1(C)O[C:28]([C:30]2[CH:31]=[C:32]([CH:35]=[CH:36][CH:37]=2)[C:33]#[N:34])=[CH:27][C:26](=[O:38])O1.C(O)(C(F)(F)F)=O, predict the reaction product. The product is: [Cl:20][C:15]1[CH:16]=[CH:17][CH:18]=[CH:19][C:14]=1[C:11]1[CH:12]=[CH:13][C:8]2[N:7]=[C:28]([C:30]3[CH:31]=[C:32]([CH:35]=[CH:36][CH:37]=3)[C:33]#[N:34])[CH2:27][C:26](=[O:38])[NH:21][C:9]=2[CH:10]=1. (2) Given the reactants [CH:1]1[C:10]2[C:5](=[CH:6][CH:7]=[CH:8][CH:9]=2)[CH:4]=[CH:3][C:2]=1[NH2:11].[H-].[Na+].F[C:15]1[CH:20]=[CH:19][CH:18]=[CH:17][C:16]=1[N+:21]([O-:23])=[O:22], predict the reaction product. The product is: [N+:21]([C:16]1[CH:17]=[CH:18][CH:19]=[CH:20][C:15]=1[NH:11][C:2]1[CH:3]=[CH:4][C:5]2[C:10](=[CH:9][CH:8]=[CH:7][CH:6]=2)[CH:1]=1)([O-:23])=[O:22]. (3) Given the reactants C[O:2][CH2:3][C:4]([C:7]1[O:11][N:10]=[C:9]([NH:12][C:13]([C@@H:15]2[CH2:20][CH2:19][CH2:18][CH2:17][N:16]2[C:21]([N:23]2[CH2:28][CH2:27][S:26](=[O:30])(=[O:29])[CH2:25][CH2:24]2)=[O:22])=[O:14])[CH:8]=1)([CH3:6])[CH3:5].[Cl-].[Al+3].[Cl-].[Cl-], predict the reaction product. The product is: [OH:2][CH2:3][C:4]([C:7]1[O:11][N:10]=[C:9]([NH:12][C:13]([C@@H:15]2[CH2:20][CH2:19][CH2:18][CH2:17][N:16]2[C:21]([N:23]2[CH2:28][CH2:27][S:26](=[O:29])(=[O:30])[CH2:25][CH2:24]2)=[O:22])=[O:14])[CH:8]=1)([CH3:6])[CH3:5]. (4) Given the reactants [Cl:1][C:2]1[CH:3]=[C:4]([N:9]2[C:18]3[C:13](=[CH:14][C:15]([F:26])=[C:16]([N:19]4[CH2:24][CH2:23][N:22]([CH3:25])[CH2:21][CH2:20]4)[CH:17]=3)[C:12](=[O:27])[N:11]([O:28]CC3C=CC=CC=3)[C:10]2=[O:36])[CH:5]=[CH:6][C:7]=1[F:8], predict the reaction product. The product is: [Cl:1][C:2]1[CH:3]=[C:4]([N:9]2[C:18]3[C:13](=[CH:14][C:15]([F:26])=[C:16]([N:19]4[CH2:24][CH2:23][N:22]([CH3:25])[CH2:21][CH2:20]4)[CH:17]=3)[C:12](=[O:27])[N:11]([OH:28])[C:10]2=[O:36])[CH:5]=[CH:6][C:7]=1[F:8]. (5) Given the reactants C([NH:5][S:6]([C:9]1[CH:10]=[C:11]([C:15]2[CH:20]=[CH:19][CH:18]=[C:17]([C:21]3[N:26]=[C:25]([C:27]4[CH:32]=[CH:31][C:30]([F:33])=[C:29]([F:34])[CH:28]=4)[CH:24]=[C:23]([C:35]([F:38])([F:37])[F:36])[N:22]=3)[CH:16]=2)[CH:12]=[CH:13][CH:14]=1)(=[O:8])=[O:7])(C)(C)C.C(O)(C(F)(F)F)=O, predict the reaction product. The product is: [F:34][C:29]1[CH:28]=[C:27]([C:25]2[CH:24]=[C:23]([C:35]([F:38])([F:36])[F:37])[N:22]=[C:21]([C:17]3[CH:16]=[C:15]([C:11]4[CH:12]=[CH:13][CH:14]=[C:9]([S:6]([NH2:5])(=[O:7])=[O:8])[CH:10]=4)[CH:20]=[CH:19][CH:18]=3)[N:26]=2)[CH:32]=[CH:31][C:30]=1[F:33]. (6) Given the reactants [CH3:1][O:2][C:3]1[CH:4]=[C:5]([C:10]([C@@H:12]2[C@:21]3([CH3:22])[C@H:16]([C:17]([CH3:24])([CH3:23])[CH2:18][CH2:19][CH2:20]3)[CH2:15][C:14](=O)[C@@H:13]2[CH3:26])=[O:11])[CH:6]=[C:7]([CH3:9])[CH:8]=1.[C-:27]#[N:28].[K+], predict the reaction product. The product is: [CH3:1][O:2][C:3]1[CH:4]=[C:5]([C:10]([C@@H:12]2[C@:21]3([CH3:22])[C@H:16]([C:17]([CH3:24])([CH3:23])[CH2:18][CH2:19][CH2:20]3)[CH2:15][CH:14]([C:27]#[N:28])[CH:13]2[CH3:26])=[O:11])[CH:6]=[C:7]([CH3:9])[CH:8]=1.